This data is from NCI-60 drug combinations with 297,098 pairs across 59 cell lines. The task is: Regression. Given two drug SMILES strings and cell line genomic features, predict the synergy score measuring deviation from expected non-interaction effect. (1) Drug 1: C1=NC2=C(N=C(N=C2N1C3C(C(C(O3)CO)O)F)Cl)N. Cell line: UACC62. Synergy scores: CSS=20.6, Synergy_ZIP=-4.40, Synergy_Bliss=-4.02, Synergy_Loewe=-7.59, Synergy_HSA=-7.29. Drug 2: CC12CCC3C(C1CCC2OP(=O)(O)O)CCC4=C3C=CC(=C4)OC(=O)N(CCCl)CCCl.[Na+]. (2) Drug 1: COC1=CC(=CC(=C1O)OC)C2C3C(COC3=O)C(C4=CC5=C(C=C24)OCO5)OC6C(C(C7C(O6)COC(O7)C8=CC=CS8)O)O. Drug 2: C1CCC(C(C1)N)N.C(=O)(C(=O)[O-])[O-].[Pt+4]. Cell line: MCF7. Synergy scores: CSS=44.5, Synergy_ZIP=-9.05, Synergy_Bliss=-2.08, Synergy_Loewe=1.19, Synergy_HSA=3.49. (3) Drug 1: CCC1=CC2CC(C3=C(CN(C2)C1)C4=CC=CC=C4N3)(C5=C(C=C6C(=C5)C78CCN9C7C(C=CC9)(C(C(C8N6C)(C(=O)OC)O)OC(=O)C)CC)OC)C(=O)OC.C(C(C(=O)O)O)(C(=O)O)O. Drug 2: C#CCC(CC1=CN=C2C(=N1)C(=NC(=N2)N)N)C3=CC=C(C=C3)C(=O)NC(CCC(=O)O)C(=O)O. Cell line: SK-OV-3. Synergy scores: CSS=41.3, Synergy_ZIP=-1.61, Synergy_Bliss=-2.43, Synergy_Loewe=-2.13, Synergy_HSA=-2.14. (4) Drug 1: CCC1(CC2CC(C3=C(CCN(C2)C1)C4=CC=CC=C4N3)(C5=C(C=C6C(=C5)C78CCN9C7C(C=CC9)(C(C(C8N6C)(C(=O)OC)O)OC(=O)C)CC)OC)C(=O)OC)O.OS(=O)(=O)O. Drug 2: CCCCC(=O)OCC(=O)C1(CC(C2=C(C1)C(=C3C(=C2O)C(=O)C4=C(C3=O)C=CC=C4OC)O)OC5CC(C(C(O5)C)O)NC(=O)C(F)(F)F)O. Cell line: NCI-H322M. Synergy scores: CSS=1.23, Synergy_ZIP=-8.02, Synergy_Bliss=-7.83, Synergy_Loewe=-7.61, Synergy_HSA=-7.91. (5) Drug 1: CC=C1C(=O)NC(C(=O)OC2CC(=O)NC(C(=O)NC(CSSCCC=C2)C(=O)N1)C(C)C)C(C)C. Drug 2: CC1CCCC2(C(O2)CC(NC(=O)CC(C(C(=O)C(C1O)C)(C)C)O)C(=CC3=CSC(=N3)C)C)C. Cell line: SF-295. Synergy scores: CSS=69.6, Synergy_ZIP=-1.96, Synergy_Bliss=-1.97, Synergy_Loewe=-6.80, Synergy_HSA=-0.928. (6) Drug 1: C1=C(C(=O)NC(=O)N1)F. Drug 2: C1=CC=C(C(=C1)C(C2=CC=C(C=C2)Cl)C(Cl)Cl)Cl. Cell line: SK-MEL-28. Synergy scores: CSS=32.6, Synergy_ZIP=6.65, Synergy_Bliss=5.58, Synergy_Loewe=1.31, Synergy_HSA=5.60. (7) Drug 1: CN(CC1=CN=C2C(=N1)C(=NC(=N2)N)N)C3=CC=C(C=C3)C(=O)NC(CCC(=O)O)C(=O)O. Drug 2: COC1=NC(=NC2=C1N=CN2C3C(C(C(O3)CO)O)O)N. Cell line: SF-268. Synergy scores: CSS=47.5, Synergy_ZIP=-0.347, Synergy_Bliss=-0.297, Synergy_Loewe=-71.5, Synergy_HSA=-1.25. (8) Drug 1: C1C(C(OC1N2C=C(C(=O)NC2=O)F)CO)O. Drug 2: CC1=C(C=C(C=C1)NC(=O)C2=CC=C(C=C2)CN3CCN(CC3)C)NC4=NC=CC(=N4)C5=CN=CC=C5. Cell line: MCF7. Synergy scores: CSS=18.4, Synergy_ZIP=-2.98, Synergy_Bliss=-2.17, Synergy_Loewe=-36.8, Synergy_HSA=-4.74. (9) Drug 1: C1=CC(=CC=C1CCCC(=O)O)N(CCCl)CCCl. Drug 2: N.N.Cl[Pt+2]Cl. Cell line: HOP-92. Synergy scores: CSS=24.5, Synergy_ZIP=-8.75, Synergy_Bliss=-6.33, Synergy_Loewe=-7.01, Synergy_HSA=-5.58.